From a dataset of Full USPTO retrosynthesis dataset with 1.9M reactions from patents (1976-2016). Predict the reactants needed to synthesize the given product. (1) Given the product [O:20]=[C:14]1[CH:13]([N:7]2[CH2:6][C:5]3[C:9](=[CH:10][CH:11]=[C:3]([CH2:2][NH:1][C:30]([NH:29][C:26]4[CH:27]=[CH:28][C:23]([CH2:21][CH3:22])=[CH:24][CH:25]=4)=[O:31])[CH:4]=3)[C:8]2=[O:12])[CH2:18][CH2:17][C:16](=[O:19])[NH:15]1, predict the reactants needed to synthesize it. The reactants are: [NH2:1][CH2:2][C:3]1[CH:4]=[C:5]2[C:9](=[CH:10][CH:11]=1)[C:8](=[O:12])[N:7]([CH:13]1[CH2:18][CH2:17][C:16](=[O:19])[NH:15][C:14]1=[O:20])[CH2:6]2.[CH2:21]([C:23]1[CH:28]=[CH:27][C:26]([N:29]=[C:30]=[O:31])=[CH:25][CH:24]=1)[CH3:22].Cl. (2) The reactants are: [CH2:1]([N:8]1[C:13](=[O:14])[C:12]2[S:15][CH:16]=[CH:17][C:11]=2[N:10]=[C:9]1[CH2:18][CH2:19][CH3:20])[C:2]1[CH:7]=[CH:6][CH:5]=[CH:4][CH:3]=1.[Br:21]Br. Given the product [CH2:1]([N:8]1[C:13](=[O:14])[C:12]2[S:15][CH:16]=[CH:17][C:11]=2[N:10]=[C:9]1[CH:18]([Br:21])[CH2:19][CH3:20])[C:2]1[CH:3]=[CH:4][CH:5]=[CH:6][CH:7]=1, predict the reactants needed to synthesize it. (3) Given the product [C:1]1([C:7]2[O:8][C:9]([C:27]([F:28])([F:29])[F:30])=[C:10]([C:12]([NH:14][C:15]3[CH:20]=[CH:19][C:18]([N:21]4[CH2:26][CH2:25][N:24]([C:32]([O:34][CH2:35][CH2:36][F:37])=[O:33])[CH2:23][CH2:22]4)=[N:17][CH:16]=3)=[O:13])[N:11]=2)[CH:2]=[CH:3][CH:4]=[CH:5][CH:6]=1, predict the reactants needed to synthesize it. The reactants are: [C:1]1([C:7]2[O:8][C:9]([C:27]([F:30])([F:29])[F:28])=[C:10]([C:12]([NH:14][C:15]3[CH:16]=[N:17][C:18]([N:21]4[CH2:26][CH2:25][NH:24][CH2:23][CH2:22]4)=[CH:19][CH:20]=3)=[O:13])[N:11]=2)[CH:6]=[CH:5][CH:4]=[CH:3][CH:2]=1.Cl[C:32]([O:34][CH2:35][CH2:36][F:37])=[O:33]. (4) The reactants are: C[O:2][C:3]([CH:5]1[CH2:12][CH2:11][C:10]2([C:14]3[NH:22][C:21]4[C:20](=[O:23])[N:19]([CH2:24][CH2:25][CH3:26])[C:18](=[O:27])[N:17]([CH2:28][CH2:29][CH3:30])[C:16]=4[N:15]=3)[O:13][CH:6]1[CH2:7][CH2:8][CH2:9]2)=[O:4].[Li+].[OH-]. Given the product [O:27]=[C:18]1[N:17]([CH2:28][CH2:29][CH3:30])[C:16]2[N:15]=[C:14]([C:10]34[O:13][CH:6]([CH2:7][CH2:8][CH2:9]3)[CH:5]([C:3]([OH:4])=[O:2])[CH2:12][CH2:11]4)[NH:22][C:21]=2[C:20](=[O:23])[N:19]1[CH2:24][CH2:25][CH3:26], predict the reactants needed to synthesize it. (5) Given the product [CH2:38]([C:37]1[C:32]([C:28]2[CH:27]=[C:26]([C:24]3[CH2:23][C:22](=[O:41])[NH:21][C:9]4[CH:10]=[C:11]([C:17]([F:18])([F:20])[F:19])[C:12]([O:14][CH2:15][CH3:16])=[CH:13][C:8]=4[N:7]=3)[CH:31]=[CH:30][CH:29]=2)=[CH:33][C:34]([CH3:40])=[N:35][CH:36]=1)[CH3:39], predict the reactants needed to synthesize it. The reactants are: C(OC(=O)[NH:7][C:8]1[CH:13]=[C:12]([O:14][CH2:15][CH3:16])[C:11]([C:17]([F:20])([F:19])[F:18])=[CH:10][C:9]=1[NH:21][C:22](=[O:41])[CH2:23][C:24]([C:26]1[CH:31]=[CH:30][CH:29]=[C:28]([C:32]2[C:37]([CH2:38][CH3:39])=[CH:36][N:35]=[C:34]([CH3:40])[CH:33]=2)[CH:27]=1)=O)(C)(C)C.C(O)(C(F)(F)F)=O. (6) Given the product [CH3:18][C:17]1[CH:16]=[C:15]([CH3:19])[CH:14]=[C:13]([O:20][CH2:4][C:3]([CH3:5])=[CH2:2])[C:12]=1[CH3:11], predict the reactants needed to synthesize it. The reactants are: Br[CH2:2][C:3]([CH3:5])=[CH2:4].CN(C=O)C.[CH3:11][C:12]1[C:17]([CH3:18])=[CH:16][C:15]([CH3:19])=[CH:14][C:13]=1[OH:20].C(=O)([O-])[O-].[K+].[K+].